Dataset: Catalyst prediction with 721,799 reactions and 888 catalyst types from USPTO. Task: Predict which catalyst facilitates the given reaction. (1) Reactant: [F:1][C:2]([F:24])([F:23])[C:3]1[CH:8]=[CH:7][C:6]([N:9]2[CH2:22][CH2:21][C:12]3[NH:13][C:14]4[CH:15]=[CH:16][C:17]([CH3:20])=[CH:18][C:19]=4[C:11]=3[CH2:10]2)=[CH:5][CH:4]=1.[CH3:25][C:26]1[CH:31]=[CH:30][C:29]([CH:32]=[CH2:33])=[CH:28][N:27]=1.[OH-].[K+]. Product: [F:24][C:2]([F:1])([F:23])[C:3]1[CH:4]=[CH:5][C:6]([N:9]2[CH2:22][CH2:21][C:12]3[N:13]([CH2:33][CH2:32][C:29]4[CH:28]=[N:27][C:26]([CH3:25])=[CH:31][CH:30]=4)[C:14]4[CH:15]=[CH:16][C:17]([CH3:20])=[CH:18][C:19]=4[C:11]=3[CH2:10]2)=[CH:7][CH:8]=1. The catalyst class is: 37. (2) Reactant: [H-].[Na+].[Br:3][CH2:4][CH2:5][C:6]1[CH:13]=[CH:12][C:9]([CH2:10][OH:11])=[CH:8][CH:7]=1.I[CH3:15].O. Product: [CH3:15][O:11][CH2:10][C:9]1[CH:12]=[CH:13][C:6]([CH2:5][CH2:4][Br:3])=[CH:7][CH:8]=1. The catalyst class is: 1. (3) Reactant: [Cl:1][C:2]1[CH:3]=[C:4]([NH:17][C:18]2[C:19]3[CH:27]=[C:26](F)[N:25]=[CH:24][C:20]=3[N:21]=[CH:22][N:23]=2)[CH:5]=[CH:6][C:7]=1[O:8][CH2:9][C:10]1[CH:15]=[CH:14][CH:13]=[C:12]([Cl:16])[CH:11]=1.[CH3:29][O:30][C:31]1[CH:38]=[CH:37][C:34]([CH2:35][NH2:36])=[CH:33][CH:32]=1. Product: [Cl:1][C:2]1[CH:3]=[C:4]([NH:17][C:18]2[C:19]3[CH:27]=[C:26]([NH:36][CH2:35][C:34]4[CH:37]=[CH:38][C:31]([O:30][CH3:29])=[CH:32][CH:33]=4)[N:25]=[CH:24][C:20]=3[N:21]=[CH:22][N:23]=2)[CH:5]=[CH:6][C:7]=1[O:8][CH2:9][C:10]1[CH:15]=[CH:14][CH:13]=[C:12]([Cl:16])[CH:11]=1. The catalyst class is: 16. (4) Product: [C:1]([C:3]1[CH:4]=[C:5]2[C:10](=[CH:11][C:12]=1[F:13])[O:9][CH2:8][CH2:7][C:6]2([CH3:18])[C:14]([O:16][CH3:17])=[O:15])#[N:2]. The catalyst class is: 10. Reactant: [C:1]([C:3]1[CH:4]=[C:5]2[C:10](=[CH:11][C:12]=1[F:13])[O:9][CH2:8][CH2:7][CH:6]2[C:14]([O:16][CH3:17])=[O:15])#[N:2].[C:18]([O-])([O-])=O.[K+].[K+].IC.[H-].[Na+]. (5) Reactant: [Cl:1][C:2]1[CH:10]=[CH:9][CH:8]=[C:7]2[C:3]=1[C:4](=[O:22])[C:5](=[O:21])[N:6]2[CH:11]([CH2:15][CH:16]1[CH2:20][CH2:19][CH2:18][CH2:17]1)[C:12](O)=[O:13].[S:23]1[CH:27]=[CH:26][N:25]=[C:24]1[NH2:28].C(N(CC)C(C)C)(C)C.F[P-](F)(F)(F)(F)F.N1(O[P+](N(C)C)(N(C)C)N(C)C)C2C=CC=CC=2N=N1. Product: [Cl:1][C:2]1[CH:10]=[CH:9][CH:8]=[C:7]2[C:3]=1[C:4](=[O:22])[C:5](=[O:21])[N:6]2[CH:11]([CH2:15][CH:16]1[CH2:20][CH2:19][CH2:18][CH2:17]1)[C:12]([NH:28][C:24]1[S:23][CH:27]=[CH:26][N:25]=1)=[O:13]. The catalyst class is: 42. (6) The catalyst class is: 140. Reactant: [F:1][C:2]1[CH:7]=[C:6]([F:8])[CH:5]=[CH:4][C:3]=1[S:9]([NH:12][C:13]1[C:14]([O:28][CH3:29])=[N:15][CH:16]=[C:17](B2OC(C)(C)C(C)(C)O2)[CH:18]=1)(=[O:11])=[O:10].Br[C:31]1[CH:36]=[CH:35][N:34]2[N:37]=[CH:38][C:39]([C:40]#[N:41])=[C:33]2[CH:32]=1.C(Cl)Cl.C([O-])([O-])=O.[Na+].[Na+]. Product: [C:40]([C:39]1[CH:38]=[N:37][N:34]2[CH:35]=[CH:36][C:31]([C:17]3[CH:18]=[C:13]([NH:12][S:9]([C:3]4[CH:4]=[CH:5][C:6]([F:8])=[CH:7][C:2]=4[F:1])(=[O:10])=[O:11])[C:14]([O:28][CH3:29])=[N:15][CH:16]=3)=[CH:32][C:33]=12)#[N:41].